From a dataset of Catalyst prediction with 721,799 reactions and 888 catalyst types from USPTO. Predict which catalyst facilitates the given reaction. (1) Reactant: [H-].[Na+].C([CH:5]([O:12][C:13](=[O:20])[C:14]1[CH:19]=[CH:18][CH:17]=[CH:16][CH:15]=1)[C:6]1[CH:7]=[N:8][CH:9]=[CH:10][CH:11]=1)#N.[CH3:21][O:22][C:23]1[CH:30]=[CH:29][C:26]([CH:27]=[O:28])=[CH:25][CH:24]=1. Product: [CH3:21][O:22][C:23]1[CH:30]=[CH:29][C:26]([C:27](=[O:28])[CH:5]([O:12][C:13](=[O:20])[C:14]2[CH:15]=[CH:16][CH:17]=[CH:18][CH:19]=2)[C:6]2[CH:7]=[N:8][CH:9]=[CH:10][CH:11]=2)=[CH:25][CH:24]=1. The catalyst class is: 355. (2) Reactant: [CH2:1]([O:8][N:9]1[C:18](=[O:19])[C:17]2[C:12](=[CH:13][C:14](Cl)=[C:15]([F:20])[CH:16]=2)[N:11]([CH:22]2[CH2:24][CH2:23]2)[C:10]1=[O:25])[C:2]1[CH:7]=[CH:6][CH:5]=[CH:4][CH:3]=1.[C:26]([O:30][C:31](=[O:37])[NH:32][CH:33]1[CH2:36][NH:35][CH2:34]1)([CH3:29])([CH3:28])[CH3:27].C(N(CC)CC)C. Product: [C:26]([O:30][C:31](=[O:37])[NH:32][CH:33]1[CH2:36][N:35]([C:14]2[CH:13]=[C:12]3[C:17]([C:18](=[O:19])[N:9]([O:8][CH2:1][C:2]4[CH:7]=[CH:6][CH:5]=[CH:4][CH:3]=4)[C:10](=[O:25])[N:11]3[CH:22]3[CH2:24][CH2:23]3)=[CH:16][C:15]=2[F:20])[CH2:34]1)([CH3:29])([CH3:27])[CH3:28]. The catalyst class is: 287. (3) Reactant: [OH:1][C:2]1[CH:9]=[CH:8][C:5]([CH:6]=O)=[CH:4][CH:3]=1.[S:10]1[CH2:14][C:13](=[O:15])[NH:12][C:11]1=[O:16].N1CCCCC1. Product: [CH:4]1[C:5](/[CH:6]=[C:14]2\[C:13]([NH:12][C:11]([S:10]\2)=[O:16])=[O:15])=[CH:8][CH:9]=[C:2]([OH:1])[CH:3]=1. The catalyst class is: 8. (4) Reactant: C[Si]([N:5]=[C:6]=[O:7])(C)C.[CH3:8][O:9][C:10]1[CH:15]=[CH:14][C:13]([CH3:16])=[CH:12][C:11]=1[NH:17][C:18]([NH:20][C:21]1[CH:26]=[CH:25][C:24]([N:27]2[CH2:32][CH2:31][NH:30][CH2:29][CH2:28]2)=[CH:23][CH:22]=1)=[O:19].CO. Product: [CH3:8][O:9][C:10]1[CH:15]=[CH:14][C:13]([CH3:16])=[CH:12][C:11]=1[NH:17][C:18](=[O:19])[NH:20][C:21]1[CH:26]=[CH:25][C:24]([N:27]2[CH2:28][CH2:29][N:30]([C:6]([NH2:5])=[O:7])[CH2:31][CH2:32]2)=[CH:23][CH:22]=1. The catalyst class is: 7. (5) Reactant: C([NH:8][C:9]([N:18]1[CH:22]=[CH:21][CH:20]=N1)=[N:10]C(OC(C)(C)C)=O)(OC(C)(C)C)=O.NCCC[CH2:27][CH2:28][O:29][C:30]1[C:31]([O:50][CH3:51])=[CH:32][CH:33]=[C:34]2[C:39]=1[O:38][C:37](=[O:40])[CH:36]=[C:35]2[NH:41][C:42]1[C:47]([Cl:48])=[CH:46][N:45]=[CH:44][C:43]=1[Cl:49].FC(F)(F)C(O)=O. Product: [Cl:49][C:43]1[CH:44]=[N:45][CH:46]=[C:47]([Cl:48])[C:42]=1[NH:41][C:35]1[C:34]2[C:39](=[C:30]([O:29][CH2:28][CH2:27][CH2:20][CH2:21][CH2:22][NH:18][C:9]([NH2:8])=[NH:10])[C:31]([O:50][CH3:51])=[CH:32][CH:33]=2)[O:38][C:37](=[O:40])[CH:36]=1. The catalyst class is: 4. (6) Reactant: [Cl:1][C:2]1[CH:3]=[C:4]([C:9]2[CH:14]=[CH:13][CH:12]=[C:11]([CH:15]=[O:16])[C:10]=2[OH:17])[CH:5]=[CH:6][C:7]=1[Cl:8].C([O-])(=O)C.[Na+].[Br:23]Br. Product: [Br:23][C:13]1[CH:12]=[C:11]([CH:15]=[O:16])[C:10]([OH:17])=[C:9]([C:4]2[CH:5]=[CH:6][C:7]([Cl:8])=[C:2]([Cl:1])[CH:3]=2)[CH:14]=1. The catalyst class is: 15. (7) Reactant: [CH3:1][O:2][C:3]1[CH:4]=[CH:5][C:6]([C:20]([C:22]2[CH:23]=[N:24][C:25]([O:28][CH2:29][CH2:30][C:31]3[CH:36]=[CH:35][CH:34]=[CH:33][CH:32]=3)=[CH:26][CH:27]=2)=[O:21])=[C:7]([CH:19]=1)[O:8][C:9]([CH3:18])([CH3:17])[C:10]([O:12]C(C)(C)C)=[O:11]. Product: [CH3:1][O:2][C:3]1[CH:4]=[CH:5][C:6]([C:20]([C:22]2[CH:23]=[N:24][C:25]([O:28][CH2:29][CH2:30][C:31]3[CH:36]=[CH:35][CH:34]=[CH:33][CH:32]=3)=[CH:26][CH:27]=2)=[O:21])=[C:7]([CH:19]=1)[O:8][C:9]([CH3:18])([CH3:17])[C:10]([OH:12])=[O:11]. The catalyst class is: 55. (8) Reactant: [C:1]([O:5][C:6]([N:8]1[CH2:13][CH2:12][CH:11]([CH2:14][N:15]([CH2:29][CH3:30])[CH:16]2[CH2:25][CH2:24][C:23]3[C:18](=[CH:19][C:20]([N+:26]([O-])=O)=[CH:21][CH:22]=3)[CH2:17]2)[CH2:10][CH2:9]1)=[O:7])([CH3:4])([CH3:3])[CH3:2].[H][H]. The catalyst class is: 29. Product: [C:1]([O:5][C:6]([N:8]1[CH2:13][CH2:12][CH:11]([CH2:14][N:15]([CH:16]2[CH2:25][CH2:24][C:23]3[C:18](=[CH:19][C:20]([NH2:26])=[CH:21][CH:22]=3)[CH2:17]2)[CH2:29][CH3:30])[CH2:10][CH2:9]1)=[O:7])([CH3:2])([CH3:3])[CH3:4]. (9) Reactant: [Si]([O:8][CH2:9][CH2:10][N:11]([C:29]1[C:38]2[C:33](=[CH:34][CH:35]=[CH:36][CH:37]=2)[CH:32]=[CH:31][CH:30]=1)[C:12](=[O:28])[CH2:13][C:14]1[CH:19]=[CH:18][C:17]([NH:20]C(=O)OC(C)(C)C)=[CH:16][CH:15]=1)(C(C)(C)C)(C)C.[C:39]([O:50][CH3:51])(=[O:49])[CH2:40][CH2:41][CH2:42][CH2:43][CH2:44][CH2:45][C:46]([O-])=[O:47].CCN=C=NCCCN(C)C. Product: [OH:8][CH2:9][CH2:10][N:11]([C:29]1[C:38]2[C:33](=[CH:34][CH:35]=[CH:36][CH:37]=2)[CH:32]=[CH:31][CH:30]=1)[C:12](=[O:28])[CH2:13][C:14]1[CH:19]=[CH:18][C:17]([NH:20][C:46](=[O:47])[CH2:45][CH2:44][CH2:43][CH2:42][CH2:41][CH2:40][C:39]([O:50][CH3:51])=[O:49])=[CH:16][CH:15]=1. The catalyst class is: 137.